Dataset: Forward reaction prediction with 1.9M reactions from USPTO patents (1976-2016). Task: Predict the product of the given reaction. (1) Given the reactants [CH:1]1([N:6]2[C:11]3[N:12]=[C:13]([NH:16][CH:17]4[CH2:22][CH2:21][NH:20][CH2:19][CH2:18]4)[N:14]=[CH:15][C:10]=3[CH:9]=[C:8]([CH2:23][C:24]3[CH:29]=[CH:28][CH:27]=[CH:26][N:25]=3)[C:7]2=[O:30])[CH2:5][CH2:4][CH2:3][CH2:2]1.C(N(CC)CC)C.[CH3:38][S:39](Cl)(=[O:41])=[O:40], predict the reaction product. The product is: [CH:1]1([N:6]2[C:11]3[N:12]=[C:13]([NH:16][CH:17]4[CH2:18][CH2:19][N:20]([S:39]([CH3:38])(=[O:41])=[O:40])[CH2:21][CH2:22]4)[N:14]=[CH:15][C:10]=3[CH:9]=[C:8]([CH2:23][C:24]3[CH:29]=[CH:28][CH:27]=[CH:26][N:25]=3)[C:7]2=[O:30])[CH2:5][CH2:4][CH2:3][CH2:2]1. (2) Given the reactants Cl.[Br:2][C:3]1[CH:4]=[CH:5][C:6]([C:9]([OH:11])=O)=[N:7][CH:8]=1.[C:12]([C:16]1[CH:22]=[CH:21][C:19]([NH2:20])=[CH:18][CH:17]=1)([CH3:15])([CH3:14])[CH3:13].CN([P+](ON1N=NC2C=CC=CC1=2)(N(C)C)N(C)C)C.F[P-](F)(F)(F)(F)F.C(N(CC)CC)C, predict the reaction product. The product is: [C:12]([C:16]1[CH:17]=[CH:18][C:19]([NH:20][C:9]([C:6]2[CH:5]=[CH:4][C:3]([Br:2])=[CH:8][N:7]=2)=[O:11])=[CH:21][CH:22]=1)([CH3:15])([CH3:13])[CH3:14]. (3) Given the reactants [NH2:1][C:2]1[N:7]=[CH:6][C:5]([C:8]2[CH:9]=[N:10][C:11]([O:14][CH:15]3[CH2:20][CH2:19][N:18](C(OC(C)(C)C)=O)[CH2:17][CH2:16]3)=[CH:12][CH:13]=2)=[CH:4][C:3]=1[O:28][C@@H:29]([C:31]1[CH:36]=[C:35]([F:37])[CH:34]=[CH:33][C:32]=1[N:38]1[N:42]=[CH:41][CH:40]=[N:39]1)[CH3:30].Cl, predict the reaction product. The product is: [F:37][C:35]1[CH:34]=[CH:33][C:32]([N:38]2[N:42]=[CH:41][CH:40]=[N:39]2)=[C:31]([C@H:29]([O:28][C:3]2[CH:4]=[C:5]([C:8]3[CH:9]=[N:10][C:11]([O:14][CH:15]4[CH2:16][CH2:17][NH:18][CH2:19][CH2:20]4)=[CH:12][CH:13]=3)[CH:6]=[N:7][C:2]=2[NH2:1])[CH3:30])[CH:36]=1.